Predict the reaction yield, written as a fraction of the theoretical maximum amount of product (1.0 means a 100% yield; for example, 0.34 means a 34% yield). From a dataset of Reaction yield outcomes from USPTO patents with 853,638 reactions. (1) The reactants are [F:1][C:2]1[CH:3]=[C:4]([C:9]2[C:14]([F:15])=[CH:13][C:12]([N:16]3[C:25]4[C:20](=[CH:21][C:22]([S:26](=[O:43])(=[O:42])[N:27]([C:37]5[CH:41]=[CH:40][O:39][N:38]=5)CC5C=CC(OC)=CC=5)=[CH:23][CH:24]=4)[CH:19]=[CH:18][C:17]3=[O:44])=[C:11]([O:45][CH:46]3[CH2:49][N:48]([C:50]([O:52]C(C)(C)C)=[O:51])[CH2:47]3)[CH:10]=2)[CH:5]=[C:6]([F:8])[CH:7]=1.[F:57][C:58]([F:64])([F:63])S(O)(=O)=O. The catalyst is C(Cl)Cl.CS(C)=O. The product is [F:57][C:58]([F:64])([F:63])[C:50]([OH:52])=[O:51].[NH:48]1[CH2:47][CH:46]([O:45][C:11]2[C:12]([N:16]3[C:25]4[C:20](=[CH:21][C:22]([S:26]([NH:27][C:37]5[CH:41]=[CH:40][O:39][N:38]=5)(=[O:43])=[O:42])=[CH:23][CH:24]=4)[CH:19]=[CH:18][C:17]3=[O:44])=[CH:13][C:14]([F:15])=[C:9]([C:4]3[CH:3]=[C:2]([F:1])[CH:7]=[C:6]([F:8])[CH:5]=3)[CH:10]=2)[CH2:49]1. The yield is 0.190. (2) The reactants are C([O:3][C:4](=[O:24])[CH2:5][O:6][C:7]1[CH:12]=[CH:11][C:10]([S:13][CH2:14][CH2:15][CH:16]([O:18]S(C)(=O)=O)[CH3:17])=[CH:9][C:8]=1[CH3:23])C.[C:25]1([CH3:43])[CH:30]=[CH:29][CH:28]=[CH:27][C:26]=1[O:31][C:32]1[CH:37]=[C:36]([C:38]([F:41])([F:40])[F:39])[CH:35]=[CH:34][C:33]=1O. No catalyst specified. The product is [CH3:23][C:8]1[CH:9]=[C:10]([S:13][CH2:14][CH2:15][C@H:16]([O:18][C:33]2[CH:34]=[CH:35][C:36]([C:38]([F:40])([F:39])[F:41])=[CH:37][C:32]=2[O:31][C:26]2[CH:27]=[CH:28][CH:29]=[CH:30][C:25]=2[CH3:43])[CH3:17])[CH:11]=[CH:12][C:7]=1[O:6][CH2:5][C:4]([OH:3])=[O:24]. The yield is 0.730.